This data is from Forward reaction prediction with 1.9M reactions from USPTO patents (1976-2016). The task is: Predict the product of the given reaction. (1) Given the reactants Br[C:2]1[CH:17]=[CH:16][C:5]2[C:6]([C:9]([NH:11][CH2:12][CH:13]3[CH2:15][CH2:14]3)=[O:10])=[N:7][O:8][C:4]=2[CH:3]=1.[CH:18]1([NH:21][C:22](=[O:40])[C:23]2[CH:28]=[C:27](B3OC(C)(C)C(C)(C)O3)[C:26]([CH3:38])=[C:25]([F:39])[CH:24]=2)[CH2:20][CH2:19]1.C(=O)([O-])O.[Na+].C(OCC)(=O)C, predict the reaction product. The product is: [CH:18]1([NH:21][C:22]([C:23]2[CH:24]=[C:25]([F:39])[C:26]([CH3:38])=[C:27]([C:2]3[CH:17]=[CH:16][C:5]4[C:6]([C:9]([NH:11][CH2:12][CH:13]5[CH2:15][CH2:14]5)=[O:10])=[N:7][O:8][C:4]=4[CH:3]=3)[CH:28]=2)=[O:40])[CH2:20][CH2:19]1. (2) Given the reactants [F:1][C:2]([F:16])([C:7]1[CH:12]=[CH:11][N:10]=[C:9]([C:13]([NH2:15])=O)[CH:8]=1)[C:3]([F:6])([F:5])[F:4].[C:17](N1C=CN=C1)(N1C=CN=C1)=[O:18].[N:29]12CCCN=C1CCCCC2.Cl.[OH2:41], predict the reaction product. The product is: [F:1][C:2]([F:16])([C:7]1[CH:12]=[CH:11][N:10]=[C:9]([C:13]2[NH:29][O:41][C:17](=[O:18])[N:15]=2)[CH:8]=1)[C:3]([F:6])([F:5])[F:4].